Dataset: Acute oral toxicity (LD50) regression data from Zhu et al.. Task: Regression/Classification. Given a drug SMILES string, predict its toxicity properties. Task type varies by dataset: regression for continuous values (e.g., LD50, hERG inhibition percentage) or binary classification for toxic/non-toxic outcomes (e.g., AMES mutagenicity, cardiotoxicity, hepatotoxicity). Dataset: ld50_zhu. (1) The compound is CC(C)(C)CC(C)(C)N. The rat oral LD50 is 2.77, given as -log10 of the dose in mol/kg body weight (higher means more acutely toxic). (2) The molecule is CS(=O)(=O)Cl. The rat oral LD50 is 3.36, given as -log10 of the dose in mol/kg body weight (higher means more acutely toxic). (3) The drug is CC(Cl)(Cl)C(=O)OCCOc1cc(Cl)c(Cl)cc1Cl. The rat oral LD50 is 2.56, given as -log10 of the dose in mol/kg body weight (higher means more acutely toxic). (4) The molecule is CC(=O)c1ccc(Oc2c(I)cc(C(=O)O)cc2I)cc1I. The rat oral LD50 is 2.14, given as -log10 of the dose in mol/kg body weight (higher means more acutely toxic). (5) The drug is CC(=O)Nc1c(I)cc(I)c(OCCOC(C)C(=O)O)c1I. The rat oral LD50 is 1.82, given as -log10 of the dose in mol/kg body weight (higher means more acutely toxic). (6) The drug is O=S(=O)(CCCl)COCS(=O)(=O)CCCl. The rat oral LD50 is 3.25, given as -log10 of the dose in mol/kg body weight (higher means more acutely toxic). (7) The compound is CC1(C)CC(NCCCCCCNC2CC(C)(C)NC(C)(C)C2)CC(C)(C)N1. The rat oral LD50 is 2.65, given as -log10 of the dose in mol/kg body weight (higher means more acutely toxic). (8) The molecule is c1ccc2[nH]c(SN3CCCCC3)nc2c1. The rat oral LD50 is 2.44, given as -log10 of the dose in mol/kg body weight (higher means more acutely toxic). (9) The molecule is COc1ccccc1OC(=O)CNC(=O)Cc1ccc(C(=O)c2ccc(C)cc2)n1C. The rat oral LD50 is 2.46, given as -log10 of the dose in mol/kg body weight (higher means more acutely toxic). (10) The molecule is CCCCC(=O)OC1CCC(N2CCCCC2)CC1. The rat oral LD50 is 2.25, given as -log10 of the dose in mol/kg body weight (higher means more acutely toxic).